This data is from Reaction yield outcomes from USPTO patents with 853,638 reactions. The task is: Predict the reaction yield, written as a fraction of the theoretical maximum amount of product (1.0 means a 100% yield; for example, 0.34 means a 34% yield). (1) The reactants are Br[C:2]1[CH:3]=[C:4]([CH:7]=[CH:8][CH:9]=1)[CH:5]=[O:6].C1(C)C=CC=CC=1.C([Sn](CCCC)(CCCC)[C:22]1[CH:27]=[CH:26][CH:25]=[CH:24][N:23]=1)CCC.[F-].[K+]. The catalyst is Cl[Pd](Cl)([P](C1C=CC=CC=1)(C1C=CC=CC=1)C1C=CC=CC=1)[P](C1C=CC=CC=1)(C1C=CC=CC=1)C1C=CC=CC=1.C(OCC)(=O)C.O. The product is [N:23]1[CH:24]=[CH:25][CH:26]=[CH:27][C:22]=1[C:2]1[CH:3]=[C:4]([CH:7]=[CH:8][CH:9]=1)[CH:5]=[O:6]. The yield is 0.580. (2) The reactants are Cl[C:2]1[CH:7]=[C:6]([Cl:8])[N:5]=[CH:4][N:3]=1.CCN(C(C)C)C(C)C.[CH3:18][N:19]([CH3:24])[CH2:20][CH2:21][CH2:22][NH2:23].O. The product is [Cl:8][C:6]1[N:5]=[CH:4][N:3]=[C:2]([NH:23][CH2:22][CH2:21][CH2:20][N:19]([CH3:24])[CH3:18])[CH:7]=1. The yield is 0.800. The catalyst is CC(O)C. (3) The yield is 0.410. The product is [C:13]([O:17][C:18](=[O:35])[NH:19][C:20]1[CH:25]=[C:24]([C:3]2[CH:4]=[C:5]([C:8]([F:11])([F:10])[F:9])[CH:6]=[CH:7][C:2]=2[F:1])[CH:23]=[CH:22][N:21]=1)([CH3:16])([CH3:14])[CH3:15]. No catalyst specified. The reactants are [F:1][C:2]1[CH:7]=[CH:6][C:5]([C:8]([F:11])([F:10])[F:9])=[CH:4][C:3]=1I.[C:13]([O:17][C:18](=[O:35])[NH:19][C:20]1[CH:25]=[C:24](B2OC(C)(C)C(C)(C)O2)[CH:23]=[CH:22][N:21]=1)([CH3:16])([CH3:15])[CH3:14]. (4) The reactants are [CH3:1][C:2]1[S:3][C:4]2[CH:10]=[C:9]([S:11](Cl)(=[O:13])=[O:12])[CH:8]=[CH:7][C:5]=2[N:6]=1.C(N(CC)CC)C.[CH3:22][N:23]([CH3:27])[CH2:24][CH2:25][NH2:26]. The catalyst is C1COCC1. The product is [CH3:22][N:23]([CH3:27])[CH2:24][CH2:25][NH:26][S:11]([C:9]1[CH:8]=[CH:7][C:5]2[N:6]=[C:2]([CH3:1])[S:3][C:4]=2[CH:10]=1)(=[O:13])=[O:12]. The yield is 0.840. (5) The reactants are C(NC(C)C)(C)C.C([Li])CCC.[CH2:13]([SnH:17]([CH2:22][CH2:23][CH2:24][CH3:25])[CH2:18][CH2:19][CH2:20][CH3:21])[CH2:14][CH2:15][CH3:16].[CH2:26]=[O:27]. The catalyst is O.O1CCCC1. The product is [CH2:22]([Sn:17]([CH2:26][OH:27])([CH2:13][CH2:14][CH2:15][CH3:16])[CH2:18][CH2:19][CH2:20][CH3:21])[CH2:23][CH2:24][CH3:25]. The yield is 0.800.